This data is from Reaction yield outcomes from USPTO patents with 853,638 reactions. The task is: Predict the reaction yield, written as a fraction of the theoretical maximum amount of product (1.0 means a 100% yield; for example, 0.34 means a 34% yield). (1) The catalyst is C(Cl)Cl. The product is [N:24]1([C:10](=[O:12])[C@@H:9]([NH:8][C:6](=[O:7])[O:5][C:1]([CH3:2])([CH3:3])[CH3:4])[CH2:13][CH2:14][CH3:15])[CH2:23][CH2:22][CH2:26]1. The yield is 0.600. The reactants are [C:1]([O:5][C:6]([NH:8][C@@H:9]([CH2:13][CH2:14][CH3:15])[C:10]([OH:12])=O)=[O:7])([CH3:4])([CH3:3])[CH3:2].CCN=C=NC[CH2:22][CH2:23][N:24]([CH3:26])C.Cl.CN1CCOCC1.N1CCC1. (2) The reactants are [CH2:1]([O:8][C:9]([NH:11][C:12]1[C:21]2[C:16](=[CH:17][CH:18]=[CH:19][CH:20]=2)[C:15]([CH2:22][CH2:23][OH:24])=[C:14]([NH:25][C:26]([C:28]2[NH:29][C:30]3[C:35]([CH:36]=2)=[CH:34][C:33]([O:37][CH3:38])=[CH:32][CH:31]=3)=[O:27])[CH:13]=1)=[O:10])[C:2]1[CH:7]=[CH:6][CH:5]=[CH:4][CH:3]=1.C(N(CC)CC)C.[CH3:46][S:47](Cl)(=[O:49])=[O:48]. The catalyst is C1COCC1.C(Cl)Cl. The product is [CH3:46][S:47]([O:24][CH2:23][CH2:22][C:15]1[C:16]2[C:21](=[CH:20][CH:19]=[CH:18][CH:17]=2)[C:12]([NH:11][C:9]([O:8][CH2:1][C:2]2[CH:3]=[CH:4][CH:5]=[CH:6][CH:7]=2)=[O:10])=[CH:13][C:14]=1[NH:25][C:26]([C:28]1[NH:29][C:30]2[C:35]([CH:36]=1)=[CH:34][C:33]([O:37][CH3:38])=[CH:32][CH:31]=2)=[O:27])(=[O:49])=[O:48]. The yield is 0.610.